From a dataset of Forward reaction prediction with 1.9M reactions from USPTO patents (1976-2016). Predict the product of the given reaction. (1) Given the reactants [C:1]([O-:4])(=[S:3])[CH3:2].[K+].CN(C=O)C.[CH3:11][C:12]1([CH3:21])[O:16][C@H:15]2COC(=O)[C@H:14]2[O:13]1, predict the reaction product. The product is: [CH3:11][C:12]1([CH3:21])[O:13][C@H:14]2[CH2:15][S:3][C:1](=[O:4])[C@H:2]2[O:16]1. (2) Given the reactants Cl.[NH2:2][C@H:3]([CH2:10][C:11]1[CH:16]=[CH:15][C:14]([C:17]2[CH:22]=[C:21]([Cl:23])[CH:20]=[CH:19][C:18]=2[F:24])=[CH:13][CH:12]=1)[CH2:4][C:5]([O:7][CH2:8][CH3:9])=[O:6].[C:25]1(=[O:31])[O:30][C:28](=[O:29])[CH2:27][CH2:26]1.CCN(C(C)C)C(C)C, predict the reaction product. The product is: [Cl:23][C:21]1[CH:20]=[CH:19][C:18]([F:24])=[C:17]([C:14]2[CH:15]=[CH:16][C:11]([CH2:10][C@@H:3]([NH:2][C:25](=[O:31])[CH2:26][CH2:27][C:28]([OH:30])=[O:29])[CH2:4][C:5]([O:7][CH2:8][CH3:9])=[O:6])=[CH:12][CH:13]=2)[CH:22]=1. (3) Given the reactants [CH3:1][C:2]1[S:6][C:5]([C:7]2[N:8]([Si](C(C)C)(C(C)C)C(C)C)[CH:9]=[CH:10][CH:11]=2)=[N:4][CH:3]=1.[F-].C([N+](CCCC)(CCCC)CCCC)CCC.O, predict the reaction product. The product is: [CH3:1][C:2]1[S:6][C:5]([C:7]2[NH:8][CH:9]=[CH:10][CH:11]=2)=[N:4][CH:3]=1. (4) The product is: [CH3:25][O:24][C:19]1[C:18]([NH:17][C:13]2[N:14]=[CH:15][N:16]=[C:11]([N:8]3[C:9]4[C:5](=[CH:4][CH:3]=[C:2]([C:37]#[C:36][C:34]([CH3:35])([OH:38])[CH3:33])[CH:10]=4)[CH:6]=[N:7]3)[CH:12]=2)=[CH:23][CH:22]=[CH:21][N:20]=1. Given the reactants I[C:2]1[CH:10]=[C:9]2[C:5]([CH:6]=[N:7][N:8]2[C:11]2[N:16]=[CH:15][N:14]=[C:13]([NH:17][C:18]3[C:19]([O:24][CH3:25])=[N:20][CH:21]=[CH:22][CH:23]=3)[CH:12]=2)=[CH:4][CH:3]=1.C(N(CC)CC)C.[CH3:33][C:34]([OH:38])([C:36]#[CH:37])[CH3:35], predict the reaction product. (5) Given the reactants [F:1][C:2]1[CH:7]=[CH:6][CH:5]=[C:4]([N+:8]([O-])=O)[C:3]=1[CH2:11][S:12][CH3:13].[CH:14]([Mg]Br)=[CH2:15].[Cl-].[NH4+].C(OCC)(=O)C, predict the reaction product. The product is: [F:1][C:2]1[C:3]([CH2:11][S:12][CH3:13])=[C:4]2[C:5]([CH:14]=[CH:15][NH:8]2)=[CH:6][CH:7]=1.